This data is from Forward reaction prediction with 1.9M reactions from USPTO patents (1976-2016). The task is: Predict the product of the given reaction. (1) Given the reactants [CH2:1]([O:3][C:4]([C:6]1[C:12]2[NH:13][C:14]3[CH:15]=[CH:16][CH:17]=[CH:18][C:19]=3[C:11]=2[C:10](=[O:20])[CH2:9][N:8]([C:21](=[O:29])[C:22]2[CH:27]=[CH:26][C:25]([F:28])=[CH:24][CH:23]=2)[CH:7]=1)=[O:5])[CH3:2].CC1C=CC(S(O)(=O)=O)=CC=1.[CH2:41](O)[CH2:42][OH:43], predict the reaction product. The product is: [CH2:1]([O:3][C:4]([C:6]1[C:12]2[NH:13][C:14]3[CH:15]=[CH:16][CH:17]=[CH:18][C:19]=3[C:11]=2[C:10]2([O:43][CH2:42][CH2:41][O:20]2)[CH2:9][N:8]([C:21](=[O:29])[C:22]2[CH:27]=[CH:26][C:25]([F:28])=[CH:24][CH:23]=2)[CH:7]=1)=[O:5])[CH3:2]. (2) The product is: [CH3:18][C:19]1[N:23]([CH2:2][C:3]2[CH:8]=[CH:7][C:6]([B:9]3[O:17][C:14]([CH3:16])([CH3:15])[C:11]([CH3:13])([CH3:12])[O:10]3)=[CH:5][CH:4]=2)[C:22]2[CH:24]=[CH:25][CH:26]=[CH:27][C:21]=2[N:20]=1. Given the reactants Br[CH2:2][C:3]1[CH:8]=[CH:7][C:6]([B:9]2[O:17][C:14]([CH3:16])([CH3:15])[C:11]([CH3:13])([CH3:12])[O:10]2)=[CH:5][CH:4]=1.[CH3:18][C:19]1[NH:20][C:21]2[CH:27]=[CH:26][CH:25]=[CH:24][C:22]=2[N:23]=1.[I-].[K+].C([O-])([O-])=O.[K+].[K+], predict the reaction product. (3) Given the reactants [Cl:1][C:2]1[CH:7]=[CH:6][C:5]([C:8]2([C:11]([OH:13])=O)[CH2:10][CH2:9]2)=[CH:4][CH:3]=1.[NH2:14][CH2:15][CH2:16][CH2:17][N:18]1[CH2:23][CH2:22][CH:21]([C:24]2[CH:25]=[C:26]([NH:31][C:32](=[O:36])[CH:33]([CH3:35])[CH3:34])[CH:27]=[CH:28][C:29]=2[CH3:30])[CH2:20][CH2:19]1, predict the reaction product. The product is: [Cl:1][C:2]1[CH:3]=[CH:4][C:5]([C:8]2([C:11]([NH:14][CH2:15][CH2:16][CH2:17][N:18]3[CH2:23][CH2:22][CH:21]([C:24]4[CH:25]=[C:26]([NH:31][C:32](=[O:36])[CH:33]([CH3:35])[CH3:34])[CH:27]=[CH:28][C:29]=4[CH3:30])[CH2:20][CH2:19]3)=[O:13])[CH2:9][CH2:10]2)=[CH:6][CH:7]=1. (4) Given the reactants ClC(Cl)(Cl)C([O:6][C:7]([N:9]1[CH:14]2[C:15]([C:36](O)=[O:37])=[C:16]([C:18]3[CH:23]=[CH:22][C:21]([O:24][CH2:25][CH2:26][O:27][C:28]4[CH:33]=[C:32]([F:34])[CH:31]=[CH:30][C:29]=4[Cl:35])=[CH:20][CH:19]=3)[CH2:17][CH:10]1[CH2:11][N:12]([C:39](=[O:41])[CH3:40])[CH2:13]2)=[O:8])(C)C.[CH:44]1([NH:47][CH2:48][C:49]2[CH:54]=[C:53]([O:55][CH3:56])[CH:52]=[CH:51][C:50]=2[F:57])[CH2:46][CH2:45]1, predict the reaction product. The product is: [CH:7]([OH:8])=[O:6].[CH:44]1([N:47]([CH2:48][C:49]2[CH:54]=[C:53]([O:55][CH3:56])[CH:52]=[CH:51][C:50]=2[F:57])[C:36]([C:15]2[C@@H:14]3[NH:9][C@H:10]([CH2:17][C:16]=2[C:18]2[CH:23]=[CH:22][C:21]([O:24][CH2:25][CH2:26][O:27][C:28]4[CH:33]=[C:32]([F:34])[CH:31]=[CH:30][C:29]=4[Cl:35])=[CH:20][CH:19]=2)[CH2:11][N:12]([C:39](=[O:41])[CH3:40])[CH2:13]3)=[O:37])[CH2:45][CH2:46]1. (5) Given the reactants C(O/[C:4](=[C:9]1/[C:10]([CH2:16][C:17]([O:19][CH3:20])=[O:18])=[N:11][N:12]([CH3:15])[C:13]/1=[O:14])/[CH2:5][CH2:6][CH2:7][CH3:8])C.[N:21]1[CH:26]=[CH:25][CH:24]=[CH:23][C:22]=1[CH2:27][NH2:28], predict the reaction product. The product is: [CH3:15][N:12]1[C:13](=[O:14])/[C:9](=[C:4](\[NH:28][CH2:27][C:22]2[CH:23]=[CH:24][CH:25]=[CH:26][N:21]=2)/[CH2:5][CH2:6][CH2:7][CH3:8])/[C:10]([CH2:16][C:17]([O:19][CH3:20])=[O:18])=[N:11]1.